Dataset: Reaction yield outcomes from USPTO patents with 853,638 reactions. Task: Predict the reaction yield, written as a fraction of the theoretical maximum amount of product (1.0 means a 100% yield; for example, 0.34 means a 34% yield). (1) The reactants are [CH3:1][C:2]1[CH:10]=[CH:9][C:5]([C:6]([OH:8])=O)=[CH:4][C:3]=1[C:11]1[CH:19]=[C:18]2[C:14]([C:15]3[CH:23]=[N:22][CH:21]=[N:20][C:16]=3[NH:17]2)=[CH:13][CH:12]=1.F[P-](F)(F)(F)(F)F.C[N+](C)=C(N(C)C)ON1C2N=CC=CC=2N=N1.[F:48][C:49]([F:58])([F:57])[C:50]1[CH:51]=[C:52]([NH2:56])[CH:53]=[N:54][CH:55]=1.C(O)(C(F)(F)F)=O.F[P-](F)(F)(F)(F)F. The catalyst is CC#N.O.CN(C=O)C. The product is [CH3:1][C:2]1[CH:10]=[CH:9][C:5]([C:6]([NH:56][C:52]2[CH:53]=[N:54][CH:55]=[C:50]([C:49]([F:58])([F:48])[F:57])[CH:51]=2)=[O:8])=[CH:4][C:3]=1[C:11]1[CH:19]=[C:18]2[C:14]([C:15]3[CH:23]=[N:22][CH:21]=[N:20][C:16]=3[NH:17]2)=[CH:13][CH:12]=1. The yield is 0.200. (2) The reactants are C[O:2][C:3](=[O:27])[C@@H:4]([N:12]1[CH2:16][C:15]([O:17][C:18]2[CH:23]=[CH:22][CH:21]=[C:20]([CH3:24])[C:19]=2[CH3:25])=[CH:14][C:13]1=[O:26])[CH2:5][CH:6]1[CH2:11][CH2:10][CH2:9][CH2:8][CH2:7]1.[OH-].[Li+]. The catalyst is O1CCCC1.O. The product is [CH:6]1([CH2:5][C@H:4]([N:12]2[CH2:16][C:15]([O:17][C:18]3[CH:23]=[CH:22][CH:21]=[C:20]([CH3:24])[C:19]=3[CH3:25])=[CH:14][C:13]2=[O:26])[C:3]([OH:27])=[O:2])[CH2:11][CH2:10][CH2:9][CH2:8][CH2:7]1. The yield is 0.880. (3) The reactants are [Cl:1][C:2]1[CH:3]=[C:4]([CH:8]=[CH:9][C:10]=1[C:11]([N:13]1[CH2:17][CH2:16][CH2:15][CH2:14]1)=[O:12])[C:5]([OH:7])=O.CN(C(ON1N=NC2C=CC=CC1=2)=[N+](C)C)C.[B-](F)(F)(F)F.C(N(C(C)C)CC)(C)C.[Cl:49][C:50]1[CH:64]=[CH:63][C:53]2[NH:54][C:55]([C@@H:57]([NH2:62])[CH2:58][S:59][CH2:60][CH3:61])=[N:56][C:52]=2[CH:51]=1.ClCl. The catalyst is O1CCCC1.ClCCl.C(O)C. The product is [Cl:1][C:2]1[CH:3]=[C:4]([CH:8]=[CH:9][C:10]=1[C:11]([N:13]1[CH2:17][CH2:16][CH2:15][CH2:14]1)=[O:12])[C:5]([NH:62][C@H:57]([C:55]1[NH:54][C:53]2[CH:63]=[CH:64][C:50]([Cl:49])=[CH:51][C:52]=2[N:56]=1)[CH2:58][S:59][CH2:60][CH3:61])=[O:7]. The yield is 0.750. (4) The reactants are [N:1]([CH2:4][C@@H:5]1[CH2:9][C@@H:8]([S:10][C:11]([C:24]2[CH:29]=[CH:28][CH:27]=[CH:26][CH:25]=2)([C:18]2[CH:23]=[CH:22][CH:21]=[CH:20][CH:19]=2)[C:12]2[CH:17]=[CH:16][CH:15]=[CH:14][CH:13]=2)[CH2:7][N:6]1[S:30]([C:33]1[CH:42]=[CH:41][C:40]2[C:35](=[CH:36][CH:37]=[CH:38][CH:39]=2)[CH:34]=1)(=[O:32])=[O:31])=[N+]=[N-].C1(P(C2C=CC=CC=2)C2C=CC=CC=2)C=CC=CC=1. The catalyst is C1COCC1.O.CCOC(C)=O. The product is [CH:34]1[C:35]2[C:40](=[CH:39][CH:38]=[CH:37][CH:36]=2)[CH:41]=[CH:42][C:33]=1[S:30]([N:6]1[CH2:7][C@H:8]([S:10][C:11]([C:12]2[CH:13]=[CH:14][CH:15]=[CH:16][CH:17]=2)([C:18]2[CH:19]=[CH:20][CH:21]=[CH:22][CH:23]=2)[C:24]2[CH:29]=[CH:28][CH:27]=[CH:26][CH:25]=2)[CH2:9][C@H:5]1[CH2:4][NH2:1])(=[O:32])=[O:31]. The yield is 0.990. (5) The product is [NH2:38][C:2]1[N:7]=[C:6]([C:8]2[S:12][C:11]([CH:13]3[CH2:18][CH2:17][CH2:16][CH2:15][CH2:14]3)=[N:10][C:9]=2[C:19]2[C:20]([F:37])=[C:21]([NH:25][S:26]([C:29]3[C:34]([F:35])=[CH:33][CH:32]=[CH:31][C:30]=3[F:36])(=[O:28])=[O:27])[CH:22]=[CH:23][CH:24]=2)[CH:5]=[CH:4][N:3]=1. The yield is 0.570. The reactants are Cl[C:2]1[N:7]=[C:6]([C:8]2[S:12][C:11]([CH:13]3[CH2:18][CH2:17][CH2:16][CH2:15][CH2:14]3)=[N:10][C:9]=2[C:19]2[C:20]([F:37])=[C:21]([NH:25][S:26]([C:29]3[C:34]([F:35])=[CH:33][CH:32]=[CH:31][C:30]=3[F:36])(=[O:28])=[O:27])[CH:22]=[CH:23][CH:24]=2)[CH:5]=[CH:4][N:3]=1.[NH4+:38].[OH-]. No catalyst specified.